Dataset: Full USPTO retrosynthesis dataset with 1.9M reactions from patents (1976-2016). Task: Predict the reactants needed to synthesize the given product. (1) Given the product [F:10][CH:11]([F:26])[O:12][C:13]1[CH:18]=[CH:17][C:16]([C:19]2([CH:22]=[O:30])[CH2:21][CH2:20]2)=[CH:15][C:14]=1[O:24][CH3:25], predict the reactants needed to synthesize it. The reactants are: CC(C[AlH]CC(C)C)C.[F:10][CH:11]([F:26])[O:12][C:13]1[CH:18]=[CH:17][C:16]([C:19]2([C:22]#N)[CH2:21][CH2:20]2)=[CH:15][C:14]=1[O:24][CH3:25].C1C[O:30]CC1. (2) Given the product [CH3:1][N:2]1[CH2:7][CH2:6][N:5]([C:25]2[CH:24]=[C:23]([C:27]3[CH:32]=[CH:31][CH:30]=[CH:29][N:28]=3)[N:22]=[C:21]([C:17]3[CH:16]=[CH:15][CH:20]=[CH:19][N:18]=3)[CH:26]=2)[CH2:4][CH2:3]1, predict the reactants needed to synthesize it. The reactants are: [CH3:1][N:2]1[CH2:7][CH2:6][NH:5][CH2:4][CH2:3]1.CN1CCN([C:15]2[CH:20]=[CH:19][N:18]=[C:17]([C:21]3[CH:26]=[CH:25][CH:24]=[C:23]([C:27]4[CH:32]=[CH:31][CH:30]=[CH:29][N:28]=4)[N:22]=3)[CH:16]=2)CC1. (3) Given the product [CH:1]1([N:6]2[C:14]3[CH:13]=[CH:12][NH:11][C:10](=[O:15])[C:9]=3[C:8]([C:16]3[CH:17]=[CH:18][C:19]([C:20]#[N:22])=[CH:23][CH:24]=3)=[N:7]2)[CH2:5][CH2:4][CH2:3][CH2:2]1, predict the reactants needed to synthesize it. The reactants are: [CH:1]1([N:6]2[C:14]3[CH:13]=[CH:12][NH:11][C:10](=[O:15])[C:9]=3[C:8]([C:16]3[CH:24]=[CH:23][C:19]([C:20]([NH2:22])=O)=[CH:18][CH:17]=3)=[N:7]2)[CH2:5][CH2:4][CH2:3][CH2:2]1.N1C=CC=CC=1.FC(F)(F)C(OC(=O)C(F)(F)F)=O.[Cl-].[NH4+]. (4) Given the product [C:1]([C:3]1[C:19]([O:20][CH2:21][C@@H:22]([N:27]([CH3:37])[C:28](=[O:34])[O:29][C:30]([CH3:32])([CH3:31])[CH3:33])[CH2:23][CH:24]([CH3:26])[CH3:25])=[CH:18][C:6]2[N:7]([CH3:17])[C:8](=[O:16])[C:9]3[C:14]([C:5]=2[CH:4]=1)=[CH:13][CH:12]=[N:11][C:10]=3[CH3:15])#[N:2], predict the reactants needed to synthesize it. The reactants are: [C:1]([C:3]1[C:19]([O:20][CH2:21][C@@H:22]([NH:27][C:28](=[O:34])[O:29][C:30]([CH3:33])([CH3:32])[CH3:31])[CH2:23][CH:24]([CH3:26])[CH3:25])=[CH:18][C:6]2[N:7]([CH3:17])[C:8](=[O:16])[C:9]3[C:14]([C:5]=2[CH:4]=1)=[CH:13][CH:12]=[N:11][C:10]=3[CH3:15])#[N:2].[H-].[Na+].[CH3:37]I. (5) Given the product [ClH:43].[F:26][C:23]1[CH:22]=[N:21][CH:20]=[C:19]([C:24]=1[CH3:25])[C:18]([NH:17][C:14]1[CH:13]=[CH:12][C:11](/[C:8](/[C:5]2[CH:6]=[CH:7][C:2]([C:32]3[CH:31]=[N:30][N:29]([CH3:28])[CH:33]=3)=[CH:3][CH:4]=2)=[CH:9]\[CH3:10])=[CH:16][N:15]=1)=[O:27], predict the reactants needed to synthesize it. The reactants are: Br[C:2]1[CH:7]=[CH:6][C:5](/[C:8](/[C:11]2[CH:12]=[CH:13][C:14]([NH:17][C:18](=[O:27])[C:19]3[C:24]([CH3:25])=[C:23]([F:26])[CH:22]=[N:21][CH:20]=3)=[N:15][CH:16]=2)=[CH:9]/[CH3:10])=[CH:4][CH:3]=1.[CH3:28][N:29]1[CH:33]=[C:32](B2OC(C)(C)C(C)(C)O2)[CH:31]=[N:30]1.[ClH:43].